Dataset: Catalyst prediction with 721,799 reactions and 888 catalyst types from USPTO. Task: Predict which catalyst facilitates the given reaction. (1) Reactant: [CH3:1][N:2]1[CH2:8][CH2:7][CH2:6][NH:5][CH2:4][CH2:3]1.[N+:9]([C:12]1[CH:20]=[CH:19][C:15]([C:16](Cl)=[O:17])=[CH:14][CH:13]=1)([O-:11])=[O:10].C(N(CC)CC)C.O. Product: [CH3:1][N:2]1[CH2:8][CH2:7][CH2:6][N:5]([C:16](=[O:17])[C:15]2[CH:14]=[CH:13][C:12]([N+:9]([O-:11])=[O:10])=[CH:20][CH:19]=2)[CH2:4][CH2:3]1. The catalyst class is: 4. (2) Reactant: [CH3:1][O:2][C:3]1[CH:8]=[CH:7][CH:6]=[C:5]([O:9][CH3:10])[C:4]=1[CH:11]([NH:21]S(C(C)(C)C)=O)[CH2:12][CH2:13][CH2:14][CH2:15][C:16]([O:18][CH2:19]C)=[O:17].Cl.O1CCOCC1. Product: [NH2:21][CH:11]([C:4]1[C:5]([O:9][CH3:10])=[CH:6][CH:7]=[CH:8][C:3]=1[O:2][CH3:1])[CH2:12][CH2:13][CH2:14][CH2:15][C:16]([O:18][CH3:19])=[O:17]. The catalyst class is: 5. (3) Reactant: [Cl:1][C:2]1[C:3]([N:8]2[C:12]([C:13]3[O:18][C:17](=[O:19])[C:16]4[CH:20]=[C:21]([C:25]#[N:26])[CH:22]=[C:23]([CH3:24])[C:15]=4[N:14]=3)=[CH:11][C:10]([C:27]([F:30])([F:29])[F:28])=[N:9]2)=[N:4][CH:5]=[CH:6][CH:7]=1.Cl.[CH:32]1([CH2:35][NH2:36])[CH2:34][CH2:33]1.C(N(CC)CC)C.O. Product: [Cl:1][C:2]1[C:3]([N:8]2[C:12]([C:13]([NH:14][C:15]3[C:23]([CH3:24])=[CH:22][C:21]([C:25]#[N:26])=[CH:20][C:16]=3[C:17]([NH:36][CH2:35][CH:32]3[CH2:34][CH2:33]3)=[O:19])=[O:18])=[CH:11][C:10]([C:27]([F:28])([F:30])[F:29])=[N:9]2)=[N:4][CH:5]=[CH:6][CH:7]=1. The catalyst class is: 10.